This data is from Catalyst prediction with 721,799 reactions and 888 catalyst types from USPTO. The task is: Predict which catalyst facilitates the given reaction. (1) Reactant: [CH3:1][O:2][C:3]1[CH:12]=[C:11]2[C:6]([C:7]([C:20]3[CH:25]=[CH:24][C:23]([O:26][CH3:27])=[CH:22][CH:21]=3)=[N:8][N:9]=[C:10]2[NH:13][CH:14]2[CH2:19][CH2:18][NH:17][CH2:16][CH2:15]2)=[CH:5][CH:4]=1.[CH3:28][N:29]([CH3:43])[CH2:30][CH2:31][CH2:32][O:33][C:34]1[CH:41]=[CH:40][C:37]([CH:38]=O)=[CH:36][C:35]=1[F:42].C(O[BH-](OC(=O)C)OC(=O)C)(=O)C.[Na+].[OH-].[Na+].[Cl:60]CCCl. Product: [ClH:60].[ClH:60].[ClH:60].[CH3:43][N:29]([CH3:28])[CH2:30][CH2:31][CH2:32][O:33][C:34]1[CH:41]=[CH:40][C:37]([CH2:38][N:17]2[CH2:16][CH2:15][CH:14]([NH:13][C:10]3[C:11]4[C:6](=[CH:5][CH:4]=[C:3]([O:2][CH3:1])[CH:12]=4)[C:7]([C:20]4[CH:25]=[CH:24][C:23]([O:26][CH3:27])=[CH:22][CH:21]=4)=[N:8][N:9]=3)[CH2:19][CH2:18]2)=[CH:36][C:35]=1[F:42]. The catalyst class is: 6. (2) Reactant: Cl[C:2]1[C:11]([O:12][CH:13]([C:18]2[CH:19]=[N:20][CH:21]=[CH:22][CH:23]=2)[C:14]([F:17])([F:16])[F:15])=[N:10][C:9]2[C:4](=[CH:5][CH:6]=[CH:7][CH:8]=2)[N:3]=1.CS(C)=O.[F:28][C:29]([F:35])([F:34])[S:30]([NH2:33])(=[O:32])=[O:31].C(=O)([O-])[O-].[K+].[K+]. Product: [F:28][C:29]([F:35])([F:34])[S:30]([NH:33][C:2]1[C:11]([O:12][CH:13]([C:18]2[CH:19]=[N:20][CH:21]=[CH:22][CH:23]=2)[C:14]([F:17])([F:16])[F:15])=[N:10][C:9]2[C:4](=[CH:5][CH:6]=[CH:7][CH:8]=2)[N:3]=1)(=[O:32])=[O:31]. The catalyst class is: 15. (3) Reactant: [CH3:1][CH:2]([CH3:34])[CH2:3][C@H:4]([NH:20][C:21]([C@@H:23]1[CH2:26][CH2:25][N:24]1C(OC(C)(C)C)=O)=[O:22])/[CH:5]=[CH:6]/[C:7]([N:9]([CH3:19])[C:10]1[S:11][C:12]([C:15]([F:18])([F:17])[F:16])=[N:13][N:14]=1)=[O:8].[C:35]([OH:41])([C:37]([F:40])([F:39])[F:38])=[O:36]. Product: [F:38][C:37]([F:40])([F:39])[C:35]([OH:41])=[O:36].[CH3:1][CH:2]([CH3:34])[CH2:3][C@H:4]([NH:20][C:21]([C@@H:23]1[CH2:26][CH2:25][NH:24]1)=[O:22])/[CH:5]=[CH:6]/[C:7]([N:9]([CH3:19])[C:10]1[S:11][C:12]([C:15]([F:17])([F:18])[F:16])=[N:13][N:14]=1)=[O:8]. The catalyst class is: 2.